From a dataset of Forward reaction prediction with 1.9M reactions from USPTO patents (1976-2016). Predict the product of the given reaction. (1) Given the reactants [Br:1][C:2]1[CH:7]=[CH:6][C:5]([NH:8][C:9]2[CH:10]=[C:11]([NH:23][C:24](=[O:26])[CH3:25])[CH:12]=[C:13]([C:15]3[CH:20]=[CH:19][C:18]([F:21])=[CH:17][C:16]=3[F:22])[CH:14]=2)=[C:4]([N+:27]([O-])=O)[CH:3]=1.[Cl-].[NH4+], predict the reaction product. The product is: [NH2:27][C:4]1[CH:3]=[C:2]([Br:1])[CH:7]=[CH:6][C:5]=1[NH:8][C:9]1[CH:10]=[C:11]([NH:23][C:24](=[O:26])[CH3:25])[CH:12]=[C:13]([C:15]2[CH:20]=[CH:19][C:18]([F:21])=[CH:17][C:16]=2[F:22])[CH:14]=1. (2) Given the reactants [CH3:1][C:2]1[C:6]([C:7]2[NH:24][C:10]3=[N:11][CH:12]=[C:13](B4OC(C)(C)C(C)(C)O4)[CH:14]=[C:9]3[CH:8]=2)=[C:5]([CH3:25])[O:4][N:3]=1.FC(F)(F)S(O[C:32]1[N:36]([CH2:37][CH3:38])[N:35]=[C:34]([C:39]2[CH:40]=[N:41][CH:42]=[CH:43][CH:44]=2)[CH:33]=1)(=O)=O.C(=O)([O-])[O-].[K+].[K+], predict the reaction product. The product is: [CH2:37]([N:36]1[C:32]([C:13]2[CH:14]=[C:9]3[CH:8]=[C:7]([C:6]4[C:2]([CH3:1])=[N:3][O:4][C:5]=4[CH3:25])[NH:24][C:10]3=[N:11][CH:12]=2)=[CH:33][C:34]([C:39]2[CH:40]=[N:41][CH:42]=[CH:43][CH:44]=2)=[N:35]1)[CH3:38]. (3) Given the reactants [Br:1][C:2]1[CH:7]=[C:6]([NH:8][CH2:9][C:10]2[CH:15]=[CH:14][CH:13]=[C:12]([F:16])[CH:11]=2)[C:5]([NH2:17])=[CH:4][CH:3]=1.[CH:18](O)=O, predict the reaction product. The product is: [Br:1][C:2]1[CH:3]=[CH:4][C:5]2[N:17]=[CH:18][N:8]([CH2:9][C:10]3[CH:15]=[CH:14][CH:13]=[C:12]([F:16])[CH:11]=3)[C:6]=2[CH:7]=1.